From a dataset of Full USPTO retrosynthesis dataset with 1.9M reactions from patents (1976-2016). Predict the reactants needed to synthesize the given product. Given the product [NH2:2][N:3]1[C:7]2[CH:8]=[CH:9][C:10]([O:12][CH:13]([F:14])[F:15])=[CH:11][C:6]=2[N:5]=[C:4]1[S:16][CH2:21][C:22]1[C:27]([CH3:28])=[C:26]([O:29][CH2:30][C:31]([F:33])([F:34])[F:32])[CH:25]=[CH:24][N:23]=1, predict the reactants needed to synthesize it. The reactants are: Cl.[NH2:2][N:3]1[C:7]2[CH:8]=[CH:9][C:10]([O:12][CH:13]([F:15])[F:14])=[CH:11][C:6]=2[N:5]=[C:4]1[SH:16].[OH-].[Na+].Cl.Cl[CH2:21][C:22]1[C:27]([CH3:28])=[C:26]([O:29][CH2:30][C:31]([F:34])([F:33])[F:32])[CH:25]=[CH:24][N:23]=1.O.